Dataset: Forward reaction prediction with 1.9M reactions from USPTO patents (1976-2016). Task: Predict the product of the given reaction. The product is: [CH3:1][O:2][C:3]1[C:11]2[O:10][CH:9]=[CH:8][C:7]=2[C:6](/[CH:12]=[CH:15]/[C:16]([OH:18])=[O:17])=[CH:5][CH:4]=1. Given the reactants [CH3:1][O:2][C:3]1[CH:4]=[CH:5][C:6]([CH:12]=O)=[C:7]2[C:11]=1[O:10][CH:9]=[CH:8]2.C(O)(=O)[CH2:15][C:16]([OH:18])=[O:17].N1CCCCC1.Cl, predict the reaction product.